From a dataset of Catalyst prediction with 721,799 reactions and 888 catalyst types from USPTO. Predict which catalyst facilitates the given reaction. Reactant: [NH2:1][C:2]1[CH:7]=[CH:6][CH:5]=[CH:4][CH:3]=1.N1C=CC=CC=1.[C:14](Cl)(=[O:24])[CH2:15][CH2:16][CH2:17][CH2:18][CH2:19][CH2:20][CH2:21][CH2:22][CH3:23].Cl. The catalyst class is: 2. Product: [C:2]1([NH:1][C:14](=[O:24])[CH2:15][CH2:16][CH2:17][CH2:18][CH2:19][CH2:20][CH2:21][CH2:22][CH3:23])[CH:7]=[CH:6][CH:5]=[CH:4][CH:3]=1.